From a dataset of Reaction yield outcomes from USPTO patents with 853,638 reactions. Predict the reaction yield, written as a fraction of the theoretical maximum amount of product (1.0 means a 100% yield; for example, 0.34 means a 34% yield). (1) The reactants are ClC1C=CC2SC=C(CN3CCN(C4SC(C(O)=O)=C(C)N=4)C3=O)C=2C=1.[F:27][C:28]1[CH:49]=[CH:48][C:31]([CH2:32][N:33]2[CH2:37][CH2:36][N:35]([C:38]3[S:39][C:40]([C:44](O)=[O:45])=[C:41]([CH3:43])[N:42]=3)[C:34]2=[O:47])=[CH:30][CH:29]=1.[CH3:50][C:51]1[S:52][C:53]([CH2:56][NH2:57])=[CH:54][N:55]=1. No catalyst specified. The product is [F:27][C:28]1[CH:29]=[CH:30][C:31]([CH2:32][N:33]2[CH2:37][CH2:36][N:35]([C:38]3[S:39][C:40]([C:44]([NH:57][CH2:56][C:53]4[S:52][C:51]([CH3:50])=[N:55][CH:54]=4)=[O:45])=[C:41]([CH3:43])[N:42]=3)[C:34]2=[O:47])=[CH:48][CH:49]=1. The yield is 0.450. (2) The reactants are Cl.[NH2:2][C@:3]12[CH2:39][CH2:38][C@@H:37]([C:40]([CH3:42])=[CH2:41])[C@@H:4]1[C@@H:5]1[C@@:18]([CH3:21])([CH2:19][CH2:20]2)[C@@:17]2([CH3:22])[C@@H:8]([C@:9]3([CH3:36])[C@@H:14]([CH2:15][CH2:16]2)[C:13]([CH3:24])([CH3:23])[C:12]([C:25]2[CH:34]=[CH:33][C:28]([C:29]([O:31][CH3:32])=[O:30])=[C:27]([F:35])[CH:26]=2)=[CH:11][CH2:10]3)[CH2:7][CH2:6]1.Cl.Cl[CH2:45][CH2:46][N:47]1[CH2:52][CH2:51][O:50][CH2:49][CH2:48]1.P(=O)(O)(O)O.[K].[I-].[K+]. The catalyst is C(#N)C. The product is [F:35][C:27]1[CH:26]=[C:25]([C:12]2[C:13]([CH3:23])([CH3:24])[C@H:14]3[C@:9]([CH3:36])([CH2:10][CH:11]=2)[C@@H:8]2[C@:17]([CH3:22])([C@@:18]4([CH3:21])[C@H:5]([CH2:6][CH2:7]2)[C@H:4]2[C@H:37]([C:40]([CH3:42])=[CH2:41])[CH2:38][CH2:39][C@:3]2([NH:2][CH2:45][CH2:46][N:47]2[CH2:52][CH2:51][O:50][CH2:49][CH2:48]2)[CH2:20][CH2:19]4)[CH2:16][CH2:15]3)[CH:34]=[CH:33][C:28]=1[C:29]([O:31][CH3:32])=[O:30]. The yield is 0.683. (3) The reactants are [F:1][C:2]1[CH:7]=[C:6]([C:8]2[CH:13]=[CH:12][CH:11]=[CH:10][C:9]=2[C:14]2[CH:19]=[CH:18][CH:17]=[CH:16][CH:15]=2)[C:5]([OH:20])=[CH:4][CH:3]=1.C(=O)([O-])[O-].[K+].[K+].[CH2:27](Br)[CH:28]=[CH2:29]. The catalyst is CS(C)=O. The product is [CH2:29]([O:20][C:5]1[CH:4]=[CH:3][C:2]([F:1])=[CH:7][C:6]=1[C:8]1[CH:13]=[CH:12][CH:11]=[CH:10][C:9]=1[C:14]1[CH:15]=[CH:16][CH:17]=[CH:18][CH:19]=1)[CH:28]=[CH2:27]. The yield is 0.820. (4) The reactants are [CH2:1]([NH:8][C:9]([N:11]1[CH:16]2[C@H:17]([CH3:41])[N:18]([CH2:30][C:31]3[CH:32]=[CH:33][CH:34]=[C:35]4[C:40]=3[N:39]=[CH:38][CH:37]=[CH:36]4)[C:19](=[O:29])[C@H:20]([CH2:21][C:22]3[CH:27]=[CH:26][C:25]([OH:28])=[CH:24][CH:23]=3)[N:15]2[C:14](=[O:42])[CH2:13][N:12]1[CH3:43])=[O:10])[C:2]1[CH:7]=[CH:6][CH:5]=[CH:4][CH:3]=1.C(N(CC)CC)C.[N:51]([CH:54]([CH:65]([CH3:67])[CH3:66])[C:55]([O:57][CH2:58][C:59]1[CH:64]=[CH:63][CH:62]=[CH:61][CH:60]=1)=[O:56])=[C:52]=[O:53]. The catalyst is C(Cl)Cl. The product is [CH2:1]([NH:8][C:9]([N:11]1[CH:16]2[C@H:17]([CH3:41])[N:18]([CH2:30][C:31]3[CH:32]=[CH:33][CH:34]=[C:35]4[C:40]=3[N:39]=[CH:38][CH:37]=[CH:36]4)[C:19](=[O:29])[C@H:20]([CH2:21][C:22]3[CH:23]=[CH:24][C:25]([O:28][C:52]([NH:51][CH:54]([CH:65]([CH3:67])[CH3:66])[C:55]([O:57][CH2:58][C:59]4[CH:64]=[CH:63][CH:62]=[CH:61][CH:60]=4)=[O:56])=[O:53])=[CH:26][CH:27]=3)[N:15]2[C:14](=[O:42])[CH2:13][N:12]1[CH3:43])=[O:10])[C:2]1[CH:3]=[CH:4][CH:5]=[CH:6][CH:7]=1. The yield is 0.760. (5) The reactants are Br[C:2]1[CH:3]=[C:4]([CH:7]=[CH:8][C:9]=1[O:10][CH3:11])[CH:5]=[O:6].[CH3:12][C:13]1[C:14](B(O)O)=[CH:15][C:16]2[C:17]([CH3:26])([CH3:25])[CH2:18][CH2:19][C:20]([CH3:24])([CH3:23])[C:21]=2[CH:22]=1.C(=O)([O-])[O-].[K+].[K+]. The catalyst is COCCOC.O.C(OCC)(=O)C.C1C=CC([P]([Pd]([P](C2C=CC=CC=2)(C2C=CC=CC=2)C2C=CC=CC=2)([P](C2C=CC=CC=2)(C2C=CC=CC=2)C2C=CC=CC=2)[P](C2C=CC=CC=2)(C2C=CC=CC=2)C2C=CC=CC=2)(C2C=CC=CC=2)C2C=CC=CC=2)=CC=1. The product is [CH3:12][C:13]1[C:14]([C:2]2[CH:3]=[C:4]([CH:7]=[CH:8][C:9]=2[O:10][CH3:11])[CH:5]=[O:6])=[CH:15][C:16]2[C:17]([CH3:26])([CH3:25])[CH2:18][CH2:19][C:20]([CH3:24])([CH3:23])[C:21]=2[CH:22]=1. The yield is 0.900. (6) The reactants are [CH3:1][O:2][C:3](=[O:33])[C:4]1[CH:9]=[CH:8][C:7]([CH2:10][N:11]2[CH:15]=[C:14]([C:16]3[CH:21]=[CH:20][C:19]([Cl:22])=[CH:18][C:17]=3[Cl:23])[N:13]=[C:12]2/[CH:24]=[CH:25]/[C:26]2[CH:31]=[CH:30][C:29](Br)=[CH:28][CH:27]=2)=[CH:6][CH:5]=1.[Cl:34][C:35]1[S:39][C:38](B(O)O)=[CH:37][CH:36]=1. No catalyst specified. The product is [CH3:1][O:2][C:3](=[O:33])[C:4]1[CH:9]=[CH:8][C:7]([CH2:10][N:11]2[CH:15]=[C:14]([C:16]3[CH:21]=[CH:20][C:19]([Cl:22])=[CH:18][C:17]=3[Cl:23])[N:13]=[C:12]2/[CH:24]=[CH:25]/[C:26]2[CH:31]=[CH:30][C:29]([C:38]3[S:39][C:35]([Cl:34])=[CH:36][CH:37]=3)=[CH:28][CH:27]=2)=[CH:6][CH:5]=1. The yield is 0.680. (7) The reactants are [NH2:1][C:2]1[CH:7]=[C:6]([F:8])[CH:5]=[CH:4][C:3]=1[SH:9].Br[CH2:11][C:12]1[CH:17]=[CH:16][CH:15]=[C:14]([N+:18]([O-:20])=[O:19])[CH:13]=1.C([O-])([O-])=O.[K+].[K+]. The catalyst is CN(C=O)C. The product is [F:8][C:6]1[CH:5]=[CH:4][C:3]([S:9][CH2:11][C:12]2[CH:17]=[CH:16][CH:15]=[C:14]([N+:18]([O-:20])=[O:19])[CH:13]=2)=[C:2]([CH:7]=1)[NH2:1]. The yield is 0.970. (8) The reactants are Br[C:2]1[CH:3]=[C:4]([CH:14]=[CH:15][CH:16]=1)[C:5]([C:7]1[CH:12]=[CH:11][CH:10]=[C:9](Br)[CH:8]=1)=[O:6].[NH:17]1[CH:21]=[CH:20][CH:19]=[N:18]1.C(=O)([O-])[O-].[Cs+].[Cs+].[CH:28](=[N:36]O)[C:29]1C(=CC=C[CH:35]=1)O.C(#[N:40])C. The catalyst is C1(C)C=CC=CC=1.O. The product is [C:5]([C:7]1[CH:12]=[CH:11][CH:10]=[C:9]([N:36]2[CH:28]=[CH:29][CH:35]=[N:40]2)[CH:8]=1)([C:4]1[CH:14]=[CH:15][CH:16]=[C:2]([N:17]2[CH:21]=[CH:20][CH:19]=[N:18]2)[CH:3]=1)=[O:6]. The yield is 0.649.